This data is from Catalyst prediction with 721,799 reactions and 888 catalyst types from USPTO. The task is: Predict which catalyst facilitates the given reaction. (1) Reactant: [CH3:1][O:2][C:3]1[C:8]2[N:9]=[C:10]([C:12]([OH:14])=O)[S:11][C:7]=2[C:6]([N:15]2[CH2:20][CH2:19][O:18][CH2:17][CH2:16]2)=[CH:5][CH:4]=1.C(N1C=CN=C1)(N1C=CN=C1)=[O:22].Cl.NCC([C:38]1[S:39][CH:40]=[CH:41][CH:42]=1)=O.[CH2:43]([N:45](CC)CC)[CH3:44]. Product: [O:22]=[C:44]([C:41]1[CH:42]=[CH:38][S:39][CH:40]=1)[CH2:43][NH:45][C:12]([C:10]1[S:11][C:7]2[C:6]([N:15]3[CH2:20][CH2:19][O:18][CH2:17][CH2:16]3)=[CH:5][CH:4]=[C:3]([O:2][CH3:1])[C:8]=2[N:9]=1)=[O:14]. The catalyst class is: 18. (2) Reactant: [NH2:1][C:2]1[C:3]([N:10]2[CH2:15][CH2:14][CH:13]([N:16]3[C:20]4[CH:21]=[CH:22][CH:23]=[CH:24][C:19]=4[NH:18][C:17]3=[O:25])[CH2:12][CH2:11]2)=[N:4][CH:5]=[N:6][C:7]=1[NH:8][CH3:9].[CH3:26][N:27]1[CH:31]=[C:30]([CH:32]=O)[CH:29]=[N:28]1.Cl. Product: [CH3:9][N:8]1[C:32]([C:30]2[CH:29]=[N:28][N:27]([CH3:26])[CH:31]=2)=[N:1][C:2]2[C:7]1=[N:6][CH:5]=[N:4][C:3]=2[N:10]1[CH2:11][CH2:12][CH:13]([N:16]2[C:20]3[CH:21]=[CH:22][CH:23]=[CH:24][C:19]=3[NH:18][C:17]2=[O:25])[CH2:14][CH2:15]1. The catalyst class is: 8. (3) Reactant: [C:1]1([C:7]2([C:13]3[CH:18]=[CH:17][CH:16]=[CH:15][CH:14]=3)[CH2:12][CH2:11][NH:10][CH2:9][CH2:8]2)[CH:6]=[CH:5][CH:4]=[CH:3][CH:2]=1.[O:19]=[C:20]1[C:24]([C:31]2[CH:36]=[CH:35][CH:34]=[CH:33][CH:32]=2)([C:25]2[CH:30]=[CH:29][CH:28]=[CH:27][CH:26]=2)[CH2:23][CH2:22][N:21]1[CH2:37][C:38](O)=[O:39].Cl.C(N=C=NCCCN(C)C)C. Product: [C:1]1([C:7]2([C:13]3[CH:18]=[CH:17][CH:16]=[CH:15][CH:14]=3)[CH2:8][CH2:9][N:10]([C:38](=[O:39])[CH2:37][N:21]3[CH2:22][CH2:23][C:24]([C:25]4[CH:30]=[CH:29][CH:28]=[CH:27][CH:26]=4)([C:31]4[CH:36]=[CH:35][CH:34]=[CH:33][CH:32]=4)[C:20]3=[O:19])[CH2:11][CH2:12]2)[CH:2]=[CH:3][CH:4]=[CH:5][CH:6]=1. The catalyst class is: 112. (4) Reactant: [C:1]1(B(O)O)[CH:6]=[CH:5][CH:4]=[CH:3][CH:2]=1.C(=O)([O-])[O-].[K+].[K+].[Cl:16][C:17]1[C:22]([CH3:23])=[C:21](Cl)[N:20]=[CH:19][N:18]=1.[Cl-].[NH4+]. Product: [Cl:16][C:17]1[C:22]([CH3:23])=[C:21]([C:1]2[CH:6]=[CH:5][CH:4]=[CH:3][CH:2]=2)[N:20]=[CH:19][N:18]=1. The catalyst class is: 658. (5) Reactant: [N+:1]([CH2:3][C:4]([O:6]C)=[O:5])#[C-:2].Cl.[F:9][C@H:10]1[CH2:14][CH2:13][NH:12][CH2:11]1.C(N(CC)CC)C. Product: [N+:1]([CH2:3][CH:4]=[O:5])#[C-:2].[F:9][C@H:10]1[CH2:14][CH2:13][N:12]([C:4](=[O:6])[CH2:3][N+:1]#[C-:2])[CH2:11]1. The catalyst class is: 5. (6) Reactant: C([N:8]1[CH2:13][CH2:12][CH2:11][C@@H:10]([O:14][C:15]2[C:16]3[C:23]([C:24]4[CH:29]=[CH:28][C:27]([O:30][CH3:31])=[CH:26][CH:25]=4)=[C:22]([C:32]4[CH:37]=[CH:36][CH:35]=[CH:34][C:33]=4[F:38])[O:21][C:17]=3[N:18]=[CH:19][N:20]=2)[CH2:9]1)C1C=CC=CC=1.[CH:39]([OH:41])=[O:40]. Product: [CH:39]([OH:41])=[O:40].[F:38][C:33]1[CH:34]=[CH:35][CH:36]=[CH:37][C:32]=1[C:22]1[O:21][C:17]2[N:18]=[CH:19][N:20]=[C:15]([O:14][C@@H:10]3[CH2:11][CH2:12][CH2:13][NH:8][CH2:9]3)[C:16]=2[C:23]=1[C:24]1[CH:25]=[CH:26][C:27]([O:30][CH3:31])=[CH:28][CH:29]=1. The catalyst class is: 19.